From a dataset of Reaction yield outcomes from USPTO patents with 853,638 reactions. Predict the reaction yield, written as a fraction of the theoretical maximum amount of product (1.0 means a 100% yield; for example, 0.34 means a 34% yield). (1) The reactants are Br[C:2]1[CH:3]=[C:4]([N:11]2[CH:15]3[CH2:16][CH2:17][CH:12]2[CH2:13][CH2:14]3)[CH:5]=[CH:6][C:7]=1[N+:8]([O-:10])=[O:9].[CH3:18][N:19]([CH3:23])[CH2:20][C:21]#[CH:22]. The catalyst is CN(C=O)C.C(N(CC)CC)C.C(OCC)(=O)C.Cl[Pd](Cl)([P](C1C=CC=CC=1)(C1C=CC=CC=1)C1C=CC=CC=1)[P](C1C=CC=CC=1)(C1C=CC=CC=1)C1C=CC=CC=1. The product is [CH:15]12[N:11]([C:4]3[CH:5]=[CH:6][C:7]([N+:8]([O-:10])=[O:9])=[C:2]([C:22]#[C:21][CH2:20][N:19]([CH3:23])[CH3:18])[CH:3]=3)[CH:12]([CH2:17][CH2:16]1)[CH2:13][CH2:14]2. The yield is 0.790. (2) The reactants are Br[C:2]1[S:3][C:4](Br)=[CH:5][C:6]=1[CH2:7][C:8]([O:10][CH2:11][CH3:12])=[O:9].C([Sn](CCCC)(CCCC)[C:19]1[S:20][CH:21]=[CH:22][CH:23]=1)CCC.CN(C)C=O. The catalyst is Cl[Pd](Cl)([P](C1C=CC=CC=1)(C1C=CC=CC=1)C1C=CC=CC=1)[P](C1C=CC=CC=1)(C1C=CC=CC=1)C1C=CC=CC=1.O. The product is [S:3]1[CH:4]=[CH:5][CH:6]=[C:2]1[C:2]1[S:3][C:4]([C:21]2[S:20][CH:19]=[CH:23][CH:22]=2)=[CH:5][C:6]=1[CH2:7][C:8]([O:10][CH2:11][CH3:12])=[O:9]. The yield is 0.850.